This data is from Reaction yield outcomes from USPTO patents with 853,638 reactions. The task is: Predict the reaction yield, written as a fraction of the theoretical maximum amount of product (1.0 means a 100% yield; for example, 0.34 means a 34% yield). (1) The reactants are [F:1][C:2]1[CH:7]=[C:6]([N+:8]([O-:10])=[O:9])[C:5](F)=[CH:4][C:3]=1[CH3:12].[O-:13][S:14]([O-:16])=[O:15].[Na+].[Na+].O. The catalyst is CCO. The product is [F:1][C:2]1[C:3]([CH3:12])=[CH:4][C:5]([S:14]([OH:16])(=[O:15])=[O:13])=[C:6]([N+:8]([O-:10])=[O:9])[CH:7]=1. The yield is 0.730. (2) The catalyst is CO. The product is [CH3:11][C:2]([C:12]1[CH:13]=[CH:14][C:15]([C:18](=[O:36])[NH:19][C:20]2[CH:25]=[C:24]([C:26]3[CH:27]=[CH:28][CH:29]=[CH:30][CH:31]=3)[N:23]3[N:32]=[C:33]([CH3:35])[CH:34]=[C:22]3[N:21]=2)=[CH:16][CH:17]=1)([CH3:1])[CH2:3][NH:4][C:5](=[O:10])[C:6]([OH:8])=[O:7]. The yield is 0.380. The reactants are [CH3:1][C:2]([C:12]1[CH:17]=[CH:16][C:15]([C:18](=[O:36])[NH:19][C:20]2[CH:25]=[C:24]([C:26]3[CH:31]=[CH:30][CH:29]=[CH:28][CH:27]=3)[N:23]3[N:32]=[C:33]([CH3:35])[CH:34]=[C:22]3[N:21]=2)=[CH:14][CH:13]=1)([CH3:11])[CH2:3][NH:4][C:5](=[O:10])[C:6]([O:8]C)=[O:7].[OH-].[Li+].Cl. (3) The reactants are Br[C:2]1[N:3]=[C:4]([NH:10][C:11]2[CH:12]=[N:13][C:14]([N:17]3[CH2:22][CH2:21][N:20]([CH:23]4[CH2:26][O:25][CH2:24]4)[CH2:19][CH2:18]3)=[CH:15][CH:16]=2)[C:5](=[O:9])[N:6]([CH3:8])[CH:7]=1.[C:27]([O:30][CH2:31][C:32]1[C:33]([N:47]2[CH2:59][CH2:58][N:50]3[C:51]4[CH2:52][CH2:53][CH2:54][CH2:55][C:56]=4[CH:57]=[C:49]3[C:48]2=[O:60])=[N:34][CH:35]=[CH:36][C:37]=1B1OC(C)(C)C(C)(C)O1)(=[O:29])[CH3:28].[O-]P([O-])([O-])=O.[K+].[K+].[K+].C([O-])(=O)C.[Na+]. The catalyst is C1C=CC(P(C2C=CC=CC=2)[C-]2C=CC=C2)=CC=1.C1C=CC(P(C2C=CC=CC=2)[C-]2C=CC=C2)=CC=1.Cl[Pd]Cl.[Fe+2].O.C(#N)C. The product is [C:27]([O:30][CH2:31][C:32]1[C:33]([N:47]2[CH2:59][CH2:58][N:50]3[C:51]4[CH2:52][CH2:53][CH2:54][CH2:55][C:56]=4[CH:57]=[C:49]3[C:48]2=[O:60])=[N:34][CH:35]=[CH:36][C:37]=1[C:2]1[N:3]=[C:4]([NH:10][C:11]2[CH:12]=[N:13][C:14]([N:17]3[CH2:22][CH2:21][N:20]([CH:23]4[CH2:26][O:25][CH2:24]4)[CH2:19][CH2:18]3)=[CH:15][CH:16]=2)[C:5](=[O:9])[N:6]([CH3:8])[CH:7]=1)(=[O:29])[CH3:28]. The yield is 0.700. (4) The catalyst is O. The product is [Cl:19][C:17]1[CH:16]=[CH:15][C:14]2[N:8]([CH2:7][C:6]([CH3:44])([CH3:45])[CH2:5][OH:4])[C:9](=[O:43])[C@@H:10]([CH2:28][C:29]([NH:31][C:32]3[CH:33]=[CH:34][C:35]([F:42])=[C:36]([CH:41]=3)[C:37]([OH:39])=[O:38])=[O:30])[O:11][C@@H:12]([CH2:20][CH:21]([CH3:27])[CH2:22][CH3:23])[C:13]=2[CH:18]=1. The reactants are C([O:4][CH2:5][C:6]([CH3:45])([CH3:44])[CH2:7][N:8]1[C:14]2[CH:15]=[CH:16][C:17]([Cl:19])=[CH:18][C:13]=2[C@H:12]([C:20]2C=C[CH:23]=[C:22](C)[C:21]=2[CH3:27])[O:11][C@H:10]([CH2:28][C:29]([NH:31][C:32]2[CH:33]=[CH:34][C:35]([F:42])=[C:36]([CH:41]=2)[C:37]([O:39]C)=[O:38])=[O:30])[C:9]1=[O:43])(=O)C.[OH-].[Na+].C(O)C. The yield is 0.630. (5) The yield is 0.660. The product is [C:12]([C:13]1[CH:14]=[C:15]([NH2:16])[N:9]([C:4]2[CH:5]=[CH:6][CH:7]=[CH:8][C:3]=2[F:2])[N:10]=1)([CH3:19])([CH3:18])[CH3:11]. No catalyst specified. The reactants are Cl.[F:2][C:3]1[CH:8]=[CH:7][CH:6]=[CH:5][C:4]=1[NH:9][NH2:10].[CH3:11][C:12]([CH3:19])([CH3:18])[C:13](=O)[CH2:14][C:15]#[N:16]. (6) The reactants are [CH2:1]([O:3][C:4](=[O:26])[C:5]([CH3:25])([CH3:24])[CH2:6][CH2:7][CH2:8][CH2:9][C:10](=[CH2:23])[CH2:11][CH2:12][CH2:13][CH2:14][C:15]([CH3:22])([CH3:21])[C:16]([O:18][CH2:19][CH3:20])=[O:17])[CH3:2].B.CSC.[OH:31]O.[OH-].[Na+]. The catalyst is C1COCC1. The product is [CH2:1]([O:3][C:4](=[O:26])[C:5]([CH3:24])([CH3:25])[CH2:6][CH2:7][CH2:8][CH2:9][CH:10]([CH2:23][OH:31])[CH2:11][CH2:12][CH2:13][CH2:14][C:15]([CH3:22])([CH3:21])[C:16]([O:18][CH2:19][CH3:20])=[O:17])[CH3:2]. The yield is 0.770. (7) The reactants are [N+:1]([C:4]1[CH:9]=[CH:8][C:7]([C:10]2[NH:11][C:12]3[CH:18]=[CH:17][C:16]([N+:19]([O-])=O)=[CH:15][C:13]=3[N:14]=2)=[CH:6][CH:5]=1)([O-])=O. The catalyst is Cl. The product is [NH2:1][C:4]1[CH:5]=[CH:6][C:7]([C:10]2[NH:14][C:13]3[CH:15]=[C:16]([NH2:19])[CH:17]=[CH:18][C:12]=3[N:11]=2)=[CH:8][CH:9]=1. The yield is 0.870.